From a dataset of Catalyst prediction with 721,799 reactions and 888 catalyst types from USPTO. Predict which catalyst facilitates the given reaction. (1) Reactant: CC1(C)CCCC(C)(C)N1.C([Li])CCC.[F:16][C:17]1[CH:22]=[CH:21][CH:20]=[C:19]([F:23])[C:18]=1[C:24]1[CH:29]=[CH:28][N:27]=[CH:26][CH:25]=1.[B:30](OC)([O:33]C)[O:31]C.Cl. Product: [F:16][C:17]1[C:18]([C:24]2[CH:25]=[CH:26][N:27]=[CH:28][CH:29]=2)=[C:19]([F:23])[CH:20]=[CH:21][C:22]=1[B:30]([OH:33])[OH:31]. The catalyst class is: 1. (2) Product: [O-:14][N+:15]1[O:19][N:18]=[C:17]([O:20][CH2:21][CH2:22][C:23]([OH:3])=[O:24])[C:16]=1[C:25]1[CH:30]=[CH:29][CH:28]=[CH:27][CH:26]=1. Reactant: CC(C)=[O:3].OS(O)(=O)=O.O=[Cr](=O)=O.[O-:14][N+:15]1[O:19][N:18]=[C:17]([O:20][CH2:21][CH2:22][CH2:23][OH:24])[C:16]=1[C:25]1[CH:30]=[CH:29][CH:28]=[CH:27][CH:26]=1.CC(O)C. The catalyst class is: 21. (3) The catalyst class is: 4. Product: [NH2:6][C:7]1[N:8]=[CH:9][C:10]([C:26]2[CH:36]=[CH:35][C:29]([C:30]([N:32]([CH3:34])[CH3:33])=[O:31])=[CH:28][CH:27]=2)=[N:11][C:12]=1[C:13]1[O:17][C:16]([C:18]2[S:19][CH:20]=[CH:21][C:22]=2[O:23][CH3:24])=[N:15][N:14]=1. Reactant: O=P(Cl)(Cl)Cl.[NH2:6][C:7]1[N:8]=[CH:9][C:10]([C:26]2[CH:36]=[CH:35][C:29]([C:30]([N:32]([CH3:34])[CH3:33])=[O:31])=[CH:28][CH:27]=2)=[N:11][C:12]=1[C:13](=O)[NH:14][NH:15][C:16]([C:18]1[S:19][CH:20]=[CH:21][C:22]=1[O:23][CH3:24])=[O:17]. (4) Reactant: Br[C:2]1[CH:10]=[C:9]2[C:5]([CH:6]=[N:7][N:8]2[CH2:11][CH3:12])=[C:4]([CH3:13])[CH:3]=1.CC1(C)COB(B2OCC(C)(C)CO2)OC1.CC([O-])=O.[K+].ClCCl.Cl[C:39]1[N:44]=[C:43]([O:45][CH3:46])[C:42]([C@@:47]2([CH3:54])[CH2:52][CH2:51][CH2:50][NH:49][C:48]2=[O:53])=[CH:41][CH:40]=1.C(=O)([O-])[O-].[Na+].[Na+]. Product: [CH2:11]([N:8]1[C:9]2[C:5](=[C:4]([CH3:13])[CH:3]=[C:2]([C:39]3[N:44]=[C:43]([O:45][CH3:46])[C:42]([C@@:47]4([CH3:54])[CH2:52][CH2:51][CH2:50][NH:49][C:48]4=[O:53])=[CH:41][CH:40]=3)[CH:10]=2)[CH:6]=[N:7]1)[CH3:12]. The catalyst class is: 12. (5) The catalyst class is: 30. Reactant: Br[C:2]1[CH:3]=[CH:4][C:5]([NH:9][CH2:10][C:11]2[CH:12]=[N:13][C:14]([C:17]([F:20])([F:19])[F:18])=[CH:15][CH:16]=2)=[N:6][C:7]=1[Cl:8].C([Mg]Cl)(C)C.C([Li])(C)(C)C.CN(C)[CH:33]=[O:34]. Product: [Cl:8][C:7]1[C:2]([CH:33]=[O:34])=[CH:3][CH:4]=[C:5]([NH:9][CH2:10][C:11]2[CH:12]=[N:13][C:14]([C:17]([F:20])([F:19])[F:18])=[CH:15][CH:16]=2)[N:6]=1. (6) Reactant: [CH2:1]([C:8]1(O)[C:17]2[C:12](=[CH:13][CH:14]=[C:15]([O:18][CH3:19])[CH:16]=2)[O:11][CH2:10][CH:9]1[NH:20][C:21](=[O:25])[O:22][CH2:23][CH3:24])[C:2]1[CH:7]=[CH:6][CH:5]=[CH:4][CH:3]=1.Cl.[OH-].[Na+]. Product: [CH:1](=[C:8]1[C:17]2[C:12](=[CH:13][CH:14]=[C:15]([O:18][CH3:19])[CH:16]=2)[O:11][CH2:10][CH:9]1[NH:20][C:21](=[O:25])[O:22][CH2:23][CH3:24])[C:2]1[CH:3]=[CH:4][CH:5]=[CH:6][CH:7]=1. The catalyst class is: 6. (7) Reactant: Br[C:2]1[Te:3][CH:4]=[CH:5][CH:6]=1.[CH2:7]([O:9][C:10]1[CH:15]=[CH:14][C:13](B(O)O)=[C:12]([F:19])[C:11]=1[F:20])[CH3:8].C(=O)([O-])[O-].[Na+].[Na+]. Product: [CH2:7]([O:9][C:10]1[CH:15]=[CH:14][C:13]([C:2]2[Te:3][CH:4]=[CH:5][CH:6]=2)=[C:12]([F:19])[C:11]=1[F:20])[CH3:8]. The catalyst class is: 234. (8) Reactant: [C:1]([C:3]1[CH:4]=[C:5]([S:20](Cl)(=[O:22])=[O:21])[CH:6]=[C:7]([F:19])[C:8]=1[O:9][C:10]1[CH:15]=[CH:14][C:13]([C:16]#[N:17])=[C:12](F)[CH:11]=1)#[N:2].[F:24][C:25]1[CH:26]=[CH:27][C:28]([NH2:31])=[N:29][CH:30]=1.N1C=CC=CC=1.C(Cl)[Cl:39]. Product: [Cl:39][C:12]1[CH:11]=[C:10]([CH:15]=[CH:14][C:13]=1[C:16]#[N:17])[O:9][C:8]1[C:7]([F:19])=[CH:6][C:5]([S:20]([NH:31][C:28]2[CH:27]=[CH:26][C:25]([F:24])=[CH:30][N:29]=2)(=[O:22])=[O:21])=[CH:4][C:3]=1[C:1]#[N:2]. The catalyst class is: 6. (9) Reactant: [CH:1]1([C:6]([OH:8])=[O:7])[CH2:5][CH:4]=[CH:3][CH2:2]1.[H-].[Na+].Br[CH2:12][C:13]1[CH:18]=[CH:17][CH:16]=[CH:15][CH:14]=1. Product: [CH:1]1([C:6]([O:8][CH2:12][C:13]2[CH:18]=[CH:17][CH:16]=[CH:15][CH:14]=2)=[O:7])[CH2:5][CH:4]=[CH:3][CH2:2]1. The catalyst class is: 20.